Dataset: NCI-60 drug combinations with 297,098 pairs across 59 cell lines. Task: Regression. Given two drug SMILES strings and cell line genomic features, predict the synergy score measuring deviation from expected non-interaction effect. (1) Drug 1: CCCCC(=O)OCC(=O)C1(CC(C2=C(C1)C(=C3C(=C2O)C(=O)C4=C(C3=O)C=CC=C4OC)O)OC5CC(C(C(O5)C)O)NC(=O)C(F)(F)F)O. Drug 2: CC(C)CN1C=NC2=C1C3=CC=CC=C3N=C2N. Cell line: NCI-H460. Synergy scores: CSS=61.5, Synergy_ZIP=-4.43, Synergy_Bliss=-5.60, Synergy_Loewe=-5.64, Synergy_HSA=-5.35. (2) Drug 1: CC1=C2C(C(=O)C3(C(CC4C(C3C(C(C2(C)C)(CC1OC(=O)C(C(C5=CC=CC=C5)NC(=O)OC(C)(C)C)O)O)OC(=O)C6=CC=CC=C6)(CO4)OC(=O)C)OC)C)OC. Drug 2: CC1C(C(=O)NC(C(=O)N2CCCC2C(=O)N(CC(=O)N(C(C(=O)O1)C(C)C)C)C)C(C)C)NC(=O)C3=C4C(=C(C=C3)C)OC5=C(C(=O)C(=C(C5=N4)C(=O)NC6C(OC(=O)C(N(C(=O)CN(C(=O)C7CCCN7C(=O)C(NC6=O)C(C)C)C)C)C(C)C)C)N)C. Cell line: ACHN. Synergy scores: CSS=35.3, Synergy_ZIP=5.60, Synergy_Bliss=8.13, Synergy_Loewe=-0.586, Synergy_HSA=8.68. (3) Drug 1: C1CCC(CC1)NC(=O)N(CCCl)N=O. Drug 2: C1CN(CCN1C(=O)CCBr)C(=O)CCBr. Cell line: MCF7. Synergy scores: CSS=21.5, Synergy_ZIP=-8.43, Synergy_Bliss=-2.09, Synergy_Loewe=-3.55, Synergy_HSA=-2.95. (4) Cell line: K-562. Drug 2: C1CC(C1)(C(=O)O)C(=O)O.[NH2-].[NH2-].[Pt+2]. Drug 1: CCC(=C(C1=CC=CC=C1)C2=CC=C(C=C2)OCCN(C)C)C3=CC=CC=C3.C(C(=O)O)C(CC(=O)O)(C(=O)O)O. Synergy scores: CSS=9.86, Synergy_ZIP=2.55, Synergy_Bliss=3.00, Synergy_Loewe=3.19, Synergy_HSA=3.46. (5) Drug 1: CC(C)(C#N)C1=CC(=CC(=C1)CN2C=NC=N2)C(C)(C)C#N. Drug 2: B(C(CC(C)C)NC(=O)C(CC1=CC=CC=C1)NC(=O)C2=NC=CN=C2)(O)O. Cell line: DU-145. Synergy scores: CSS=22.7, Synergy_ZIP=3.05, Synergy_Bliss=1.46, Synergy_Loewe=-21.4, Synergy_HSA=-4.29. (6) Drug 1: CC1CCC2CC(C(=CC=CC=CC(CC(C(=O)C(C(C(=CC(C(=O)CC(OC(=O)C3CCCCN3C(=O)C(=O)C1(O2)O)C(C)CC4CCC(C(C4)OC)OCCO)C)C)O)OC)C)C)C)OC. Drug 2: C1CN(CCN1C(=O)CCBr)C(=O)CCBr. Cell line: U251. Synergy scores: CSS=32.8, Synergy_ZIP=-3.47, Synergy_Bliss=4.47, Synergy_Loewe=1.28, Synergy_HSA=5.34. (7) Drug 1: C1CCC(C(C1)N)N.C(=O)(C(=O)[O-])[O-].[Pt+4]. Drug 2: B(C(CC(C)C)NC(=O)C(CC1=CC=CC=C1)NC(=O)C2=NC=CN=C2)(O)O. Cell line: SK-OV-3. Synergy scores: CSS=7.77, Synergy_ZIP=-1.27, Synergy_Bliss=2.68, Synergy_Loewe=-34.9, Synergy_HSA=0.553. (8) Drug 1: C1C(C(OC1N2C=C(C(=O)NC2=O)F)CO)O. Drug 2: CC1=C(C(=O)C2=C(C1=O)N3CC4C(C3(C2COC(=O)N)OC)N4)N. Cell line: HCT-15. Synergy scores: CSS=43.9, Synergy_ZIP=-7.40, Synergy_Bliss=-5.48, Synergy_Loewe=-20.2, Synergy_HSA=-1.30.